From a dataset of Forward reaction prediction with 1.9M reactions from USPTO patents (1976-2016). Predict the product of the given reaction. (1) Given the reactants [CH2:1]([O:3][C:4](=[O:30])[CH2:5][C:6]1[CH:7]=[C:8]([C:13]2[CH:18]=[CH:17][C:16]([C:19]([F:22])([F:21])[F:20])=[CH:15][C:14]=2[CH2:23][N:24]([C:27](=[O:29])[CH3:28])[CH2:25][CH3:26])[CH:9]=[C:10]([Cl:12])[CH:11]=1)[CH3:2].[CH3:31][Si](C)(C)[N-][Si](C)(C)C.[Na+].IC.CCOC(C)=O, predict the reaction product. The product is: [CH2:1]([O:3][C:4](=[O:30])[CH:5]([C:6]1[CH:7]=[C:8]([C:13]2[CH:18]=[CH:17][C:16]([C:19]([F:21])([F:20])[F:22])=[CH:15][C:14]=2[CH2:23][N:24]([C:27](=[O:29])[CH3:28])[CH2:25][CH3:26])[CH:9]=[C:10]([Cl:12])[CH:11]=1)[CH3:31])[CH3:2]. (2) Given the reactants [CH2:1]([O:3][C:4](=[O:14])[C:5]1[CH:10]=[CH:9][CH:8]=[C:7]([CH2:11][CH:12]=[CH2:13])[CH:6]=1)[CH3:2].C12CCCC(CCC1)B12[H]B2(C3CCCC2CCC3)[H]1.[C:35]([Si:39]([CH3:49])([CH3:48])[O:40][C@@H:41]1[CH2:45][C:44](=[O:46])[C:43](I)=[CH:42]1)([CH3:38])([CH3:37])[CH3:36].[O-]P([O-])([O-])=O.[K+].[K+].[K+], predict the reaction product. The product is: [CH2:1]([O:3][C:4](=[O:14])[C:5]1[CH:10]=[CH:9][CH:8]=[C:7]([CH2:11][CH2:12][CH2:13][C:43]2[C:44](=[O:46])[CH2:45][C@@H:41]([O:40][Si:39]([C:35]([CH3:38])([CH3:37])[CH3:36])([CH3:48])[CH3:49])[CH:42]=2)[CH:6]=1)[CH3:2]. (3) Given the reactants [C:1]([C:3]1[C:4]([NH:9][C:10]([NH:12]C(=O)C2C=CC=CC=2)=[O:11])=[N:5][CH:6]=[CH:7][CH:8]=1)#[N:2].[OH-].[Na+], predict the reaction product. The product is: [NH2:2][C:1]1[C:3]2[CH:8]=[CH:7][CH:6]=[N:5][C:4]=2[NH:9][C:10](=[O:11])[N:12]=1. (4) Given the reactants [CH2:1]([O:8][C:9]([N:11]1[CH2:17][C:16]2[CH:18]=[C:19](Br)[CH:20]=[N:21][C:15]=2[NH:14][C:13](=[O:23])[CH2:12]1)=[O:10])[C:2]1[CH:7]=[CH:6][CH:5]=[CH:4][CH:3]=1.[C:24]([O:28][C:29]([CH3:32])([CH3:31])[CH3:30])(=[O:27])[CH:25]=[CH2:26].C(N(C(C)C)C(C)C)C.CC1C=CC=CC=1P(C1C=CC=CC=1C)C1C=CC=CC=1C, predict the reaction product. The product is: [CH2:1]([O:8][C:9]([N:11]1[CH2:17][C:16]2[CH:18]=[C:19](/[CH:26]=[CH:25]/[C:24]([O:28][C:29]([CH3:32])([CH3:31])[CH3:30])=[O:27])[CH:20]=[N:21][C:15]=2[NH:14][C:13](=[O:23])[CH2:12]1)=[O:10])[C:2]1[CH:7]=[CH:6][CH:5]=[CH:4][CH:3]=1.